Dataset: Full USPTO retrosynthesis dataset with 1.9M reactions from patents (1976-2016). Task: Predict the reactants needed to synthesize the given product. (1) Given the product [Cl:40][C:41]1[CH:48]=[CH:47][C:44]([CH2:45][NH:46][C:15]([C:12]2[CH:11]=[C:10]([C:3]3[C:4]4[C:5](=[N:6][CH:7]=[CH:8][CH:9]=4)[NH:1][N:2]=3)[NH:14][CH:13]=2)=[O:17])=[CH:43][CH:42]=1, predict the reactants needed to synthesize it. The reactants are: [NH:1]1[C:5]2=[N:6][CH:7]=[CH:8][CH:9]=[C:4]2[C:3]([C:10]2[NH:14][CH:13]=[C:12]([C:15]([OH:17])=O)[CH:11]=2)=[N:2]1.C1C=CC2N(O)N=NC=2C=1.CCN=C=NCCCN(C)C.Cl.[Cl:40][C:41]1[CH:48]=[CH:47][C:44]([CH2:45][NH2:46])=[CH:43][CH:42]=1. (2) Given the product [CH2:19]([O:18][C:17]([NH:16][CH2:15][CH2:14][CH2:13][O:1][C:2]1[CH:3]=[C:4]([CH:9]=[CH:10][CH:11]=1)[C:5]([O:7][CH3:8])=[O:6])=[O:26])[C:20]1[CH:25]=[CH:24][CH:23]=[CH:22][CH:21]=1, predict the reactants needed to synthesize it. The reactants are: [OH:1][C:2]1[CH:3]=[C:4]([CH:9]=[CH:10][CH:11]=1)[C:5]([O:7][CH3:8])=[O:6].O[CH2:13][CH2:14][CH2:15][NH:16][C:17](=[O:26])[O:18][CH2:19][C:20]1[CH:25]=[CH:24][CH:23]=[CH:22][CH:21]=1.C1(P(C2C=CC=CC=2)C2C=CC=CC=2)C=CC=CC=1.N(C(OCC)=O)=NC(OCC)=O. (3) The reactants are: [F:1][C:2]1[C:9]([I:10])=[C:8]([CH3:11])[CH:7]=[CH:6][C:3]=1[CH:4]=O.Cl.[NH2:13][OH:14].O. Given the product [F:1][C:2]1[C:9]([I:10])=[C:8]([CH3:11])[CH:7]=[CH:6][C:3]=1[CH:4]=[N:13][OH:14], predict the reactants needed to synthesize it.